Dataset: Catalyst prediction with 721,799 reactions and 888 catalyst types from USPTO. Task: Predict which catalyst facilitates the given reaction. (1) Reactant: [Cl:1][C:2]1[N:9]=[C:8](Cl)[C:7]([Cl:11])=[CH:6][C:3]=1[C:4]#[N:5].CCN(C(C)C)C(C)C.[CH:21]1([C:24]2[NH:28][N:27]=[C:26]([NH2:29])[CH:25]=2)[CH2:23][CH2:22]1. Product: [Cl:1][C:2]1[N:9]=[C:8]([NH:29][C:26]2[CH:25]=[C:24]([CH:21]3[CH2:23][CH2:22]3)[NH:28][N:27]=2)[C:7]([Cl:11])=[CH:6][C:3]=1[C:4]#[N:5]. The catalyst class is: 114. (2) Reactant: [Si]([O:8][C@@H:9]1[CH2:13][C@H:12]([O:14][C:15]2[C:20]([F:21])=[CH:19][C:18]([S:22]([N:25]([CH2:32][C:33]3[CH:38]=[CH:37][C:36]([O:39][CH3:40])=[CH:35][C:34]=3[O:41][CH3:42])[C:26]3[CH:31]=[CH:30][N:29]=[CH:28][N:27]=3)(=[O:24])=[O:23])=[C:17]([F:43])[CH:16]=2)[C@@H:11]([C:44]2[N:48]([CH3:49])[N:47]=[CH:46][CH:45]=2)[CH2:10]1)(C(C)(C)C)(C)C.[F-].C([N+](CCCC)(CCCC)CCCC)CCC.Cl. Product: [CH3:42][O:41][C:34]1[CH:35]=[C:36]([O:39][CH3:40])[CH:37]=[CH:38][C:33]=1[CH2:32][N:25]([C:26]1[CH:31]=[CH:30][N:29]=[CH:28][N:27]=1)[S:22]([C:18]1[CH:19]=[C:20]([F:21])[C:15]([O:14][C@H:12]2[CH2:13][C@@H:9]([OH:8])[CH2:10][C@@H:11]2[C:44]2[N:48]([CH3:49])[N:47]=[CH:46][CH:45]=2)=[CH:16][C:17]=1[F:43])(=[O:23])=[O:24]. The catalyst class is: 1.